This data is from Reaction yield outcomes from USPTO patents with 853,638 reactions. The task is: Predict the reaction yield, written as a fraction of the theoretical maximum amount of product (1.0 means a 100% yield; for example, 0.34 means a 34% yield). (1) The reactants are [I:1][C:2]1[C:6]([C:7](O)=[O:8])=[CH:5][N:4]([CH:10]2[CH2:15][CH2:14][CH2:13][CH2:12][O:11]2)[N:3]=1. The catalyst is C1COCC1. The product is [I:1][C:2]1[C:6]([CH2:7][OH:8])=[CH:5][N:4]([CH:10]2[CH2:15][CH2:14][CH2:13][CH2:12][O:11]2)[N:3]=1. The yield is 0.470. (2) The reactants are Cl.[NH2:2][CH:3]1[CH2:15][CH2:14][C:13]2[N:12]([CH2:16][C:17]3[CH:22]=[CH:21][CH:20]=[C:19]([F:23])[CH:18]=3)[C:11]3[CH:10]=[CH:9][C:8]([C:24]#[N:25])=[CH:7][C:6]=3[C:5]=2[CH2:4]1.C(N(CC)CC)C.[CH:33]1([S:36](Cl)(=[O:38])=[O:37])[CH2:35][CH2:34]1. The catalyst is ClCCl. The product is [C:24]([C:8]1[CH:7]=[C:6]2[C:11](=[CH:10][CH:9]=1)[N:12]([CH2:16][C:17]1[CH:22]=[CH:21][CH:20]=[C:19]([F:23])[CH:18]=1)[C:13]1[CH2:14][CH2:15][CH:3]([NH:2][S:36]([CH:33]3[CH2:35][CH2:34]3)(=[O:38])=[O:37])[CH2:4][C:5]2=1)#[N:25]. The yield is 0.410. (3) The reactants are Cl[C:2]1[N:10]=[C:9]2[C:5]([N:6]=[C:7]([CH2:12][CH2:13][N:14]3[CH2:17][C:16]([CH:19]([CH3:21])[CH3:20])([OH:18])[CH2:15]3)[N:8]2[CH3:11])=[C:4]([N:22]2[CH2:27][CH2:26][O:25][CH2:24][CH2:23]2)[N:3]=1.[CH2:28]([C:30]1[NH:31][C:32]2[CH:38]=[CH:37][CH:36]=[CH:35][C:33]=2[N:34]=1)[CH3:29].CC(C1C=C(C(C)C)C(C2C=CC=CC=2P(C2CCCCC2)C2CCCCC2)=C(C(C)C)C=1)C.C([O-])([O-])=O.[Cs+].[Cs+]. The catalyst is O1CCOCC1.C1C=CC(/C=C/C(/C=C/C2C=CC=CC=2)=O)=CC=1.C1C=CC(/C=C/C(/C=C/C2C=CC=CC=2)=O)=CC=1.C1C=CC(/C=C/C(/C=C/C2C=CC=CC=2)=O)=CC=1.[Pd].[Pd]. The product is [CH2:28]([C:30]1[N:31]([C:2]2[N:10]=[C:9]3[C:5]([N:6]=[C:7]([CH2:12][CH2:13][N:14]4[CH2:17][C:16]([CH:19]([CH3:21])[CH3:20])([OH:18])[CH2:15]4)[N:8]3[CH3:11])=[C:4]([N:22]3[CH2:27][CH2:26][O:25][CH2:24][CH2:23]3)[N:3]=2)[C:32]2[CH:38]=[CH:37][CH:36]=[CH:35][C:33]=2[N:34]=1)[CH3:29]. The yield is 0.420. (4) The reactants are [C:1]([C:4]1[CH:13]=[CH:12][C:11]([O:14][CH2:15][C:16]2[CH:21]=[CH:20][CH:19]=[CH:18][CH:17]=2)=[C:10]2[C:5]=1[CH:6]=[CH:7][C:8](=[O:22])[NH:9]2)(=[O:3])[CH3:2].[Br-:23].[Br-].[Br-].C([N+](CCCC)(CCCC)CCCC)CCC.C([N+](CCCC)(CCCC)CCCC)CCC.C([N+](CCCC)(CCCC)CCCC)CCC. The catalyst is C1COCC1.CO. The product is [CH2:15]([O:14][C:11]1[CH:12]=[CH:13][C:4]([C:1](=[O:3])[CH2:2][Br:23])=[C:5]2[C:10]=1[NH:9][C:8](=[O:22])[CH:7]=[CH:6]2)[C:16]1[CH:21]=[CH:20][CH:19]=[CH:18][CH:17]=1. The yield is 0.730.